Dataset: Full USPTO retrosynthesis dataset with 1.9M reactions from patents (1976-2016). Task: Predict the reactants needed to synthesize the given product. (1) Given the product [CH2:17]([O:16][C:12](=[O:15])[CH:13]([C:2]1[CH:7]=[CH:6][CH:5]=[CH:4][C:3]=1[CH:8]([CH3:10])[CH3:9])[OH:14])[CH3:18], predict the reactants needed to synthesize it. The reactants are: Br[C:2]1[CH:7]=[CH:6][CH:5]=[CH:4][C:3]=1[CH:8]([CH3:10])[CH3:9].[Mg].[C:12]([O:16][CH2:17][CH3:18])(=[O:15])[CH:13]=[O:14]. (2) Given the product [F:21][C:17]1[CH:16]=[C:15]2[C:14](=[C:19]([I:20])[CH:18]=1)[C:13](=[O:12])[N:8]([CH2:7][C:6]1[CH:9]=[CH:10][C:3]([CH2:1][CH3:2])=[CH:4][CH:5]=1)[CH2:22]2, predict the reactants needed to synthesize it. The reactants are: [CH2:1]([C:3]1[CH:10]=[CH:9][C:6]([CH2:7][NH2:8])=[CH:5][CH:4]=1)[CH3:2].C[O:12][C:13](=O)[C:14]1[C:19]([I:20])=[CH:18][C:17]([F:21])=[CH:16][C:15]=1[CH2:22]Br.C([O-])([O-])=O.[K+].[K+]. (3) Given the product [O:19]=[C:13]1[CH:12]([N:5]2[C:4](=[O:20])[C:3]3[C:7](=[CH:8][CH:9]=[CH:10][C:2]=3[NH:1][C:24]([CH:21]3[CH2:23][CH2:22]3)=[O:25])[C:6]2=[O:11])[CH2:17][CH2:16][C:15](=[O:18])[NH:14]1, predict the reactants needed to synthesize it. The reactants are: [NH2:1][C:2]1[CH:10]=[CH:9][CH:8]=[C:7]2[C:3]=1[C:4](=[O:20])[N:5]([CH:12]1[CH2:17][CH2:16][C:15](=[O:18])[NH:14][C:13]1=[O:19])[C:6]2=[O:11].[CH:21]1([C:24](Cl)=[O:25])[CH2:23][CH2:22]1.CO.